Task: Predict the reactants needed to synthesize the given product.. Dataset: Full USPTO retrosynthesis dataset with 1.9M reactions from patents (1976-2016) (1) Given the product [F:34][C:11]1[CH:12]=[C:13]([O:16][CH2:17][C:18]2[CH:23]=[CH:22][C:21]([C:24]([F:27])([F:26])[F:25])=[CH:20][CH:19]=2)[CH:14]=[CH:15][C:10]=1[C:9]([OH:8])=[O:29], predict the reactants needed to synthesize it. The reactants are: FC(F)(F)C1C=CC(C[O:8][C:9](=[O:29])[C:10]2[CH:15]=[CH:14][C:13]([O:16][CH2:17][C:18]3[CH:23]=[CH:22][C:21]([C:24]([F:27])([F:26])[F:25])=[CH:20][CH:19]=3)=[C:12](F)[CH:11]=2)=CC=1.[F:34]C(F)(F)C1C=CC(COC(=O)C2C=CC(OCC3C=CC(F)=CC=3)=C(F)C=2)=CC=1. (2) Given the product [CH2:1]([N:3]([CH2:6][C:7]1[CH:12]=[CH:11][N:10]=[C:9]([F:13])[C:8]=1[CH:14]=[N:17][OH:18])[CH2:4][CH3:5])[CH3:2], predict the reactants needed to synthesize it. The reactants are: [CH2:1]([N:3]([CH2:6][C:7]1[CH:12]=[CH:11][N:10]=[C:9]([F:13])[C:8]=1[CH:14]=O)[CH2:4][CH3:5])[CH3:2].Cl.[NH2:17][OH:18].C([O-])(=O)C.[K+]. (3) Given the product [F:21][C:18]([F:19])([F:20])[O:17][C:14]1[CH:15]=[CH:16][C:11]([C:8]2[N:7]=[C:6]([C:22]([F:23])([F:24])[F:25])[C:5]([CH2:4][OH:3])=[CH:10][CH:9]=2)=[CH:12][CH:13]=1, predict the reactants needed to synthesize it. The reactants are: C([O:3][C:4](=O)[C:5]1[CH:10]=[CH:9][C:8]([C:11]2[CH:16]=[CH:15][C:14]([O:17][C:18]([F:21])([F:20])[F:19])=[CH:13][CH:12]=2)=[N:7][C:6]=1[C:22]([F:25])([F:24])[F:23])C.[H-].[Al+3].[Li+].[H-].[H-].[H-]. (4) Given the product [CH3:1][C:2]1[C:7]([CH3:8])=[CH:6][CH:5]=[CH:4][C:3]=1/[CH:9]=[CH:10]\[CH:14]([S:15][CH:14](/[CH:10]=[CH:9]\[C:3]1[CH:4]=[CH:5][CH:6]=[C:7]([CH3:8])[C:2]=1[CH3:1])[C:13]1[CH:16]=[CH:17][C:18]([O:20][CH3:21])=[CH:19][C:12]=1[Cl:11])[C:13]1[CH:16]=[CH:17][C:18]([O:20][CH3:21])=[CH:19][C:12]=1[Cl:11], predict the reactants needed to synthesize it. The reactants are: [CH3:1][C:2]1[C:7]([CH3:8])=[CH:6][CH:5]=[CH:4][C:3]=1[C:9]#[CH:10].[Cl:11][C:12]1[CH:19]=[C:18]([O:20][CH3:21])[CH:17]=[CH:16][C:13]=1[CH2:14][SH:15].[Na]. (5) Given the product [NH2:23][C:16]1[C:15]2[N:14]=[C:13]([CH3:24])[N:12]([CH2:11][CH2:10][CH2:9][NH:8][C:31]([N:25]3[CH2:30][CH2:29][O:28][CH2:27][CH2:26]3)=[O:32])[C:20]=2[C:19]([CH3:21])=[C:18]([CH3:22])[N:17]=1, predict the reactants needed to synthesize it. The reactants are: C(N(CC)CC)C.[NH2:8][CH2:9][CH2:10][CH2:11][N:12]1[C:20]2[C:19]([CH3:21])=[C:18]([CH3:22])[N:17]=[C:16]([NH2:23])[C:15]=2[N:14]=[C:13]1[CH3:24].[N:25]1([C:31](Cl)=[O:32])[CH2:30][CH2:29][O:28][CH2:27][CH2:26]1. (6) Given the product [Cl:23][C:24]1[CH:29]=[CH:28][C:27]([C:30](=[O:32])/[CH:31]=[CH:20]/[C:17]2[CH:18]=[CH:19][C:14]([S:11]([NH:10][CH2:9][CH:7]3[CH2:6][O:5][C:4]([CH3:22])([CH3:3])[O:8]3)(=[O:13])=[O:12])=[CH:15][CH:16]=2)=[C:26]([NH:33][C:34]2[CH:35]=[CH:36][CH:37]=[CH:38][CH:39]=2)[CH:25]=1, predict the reactants needed to synthesize it. The reactants are: [OH-].[Na+].[CH3:3][C:4]1([CH3:22])[O:8][CH:7]([CH2:9][NH:10][S:11]([C:14]2[CH:19]=[CH:18][C:17]([CH:20]=O)=[CH:16][CH:15]=2)(=[O:13])=[O:12])[CH2:6][O:5]1.[Cl:23][C:24]1[CH:29]=[CH:28][C:27]([C:30](=[O:32])[CH3:31])=[C:26]([NH:33][C:34]2[CH:39]=[CH:38][CH:37]=[CH:36][CH:35]=2)[CH:25]=1.